This data is from Forward reaction prediction with 1.9M reactions from USPTO patents (1976-2016). The task is: Predict the product of the given reaction. (1) Given the reactants [CH2:1]([O:3][C:4]([C:6]1[C:10]2[N:11]=[CH:12][N:13]=[C:14](Cl)[C:9]=2[NH:8][CH:7]=1)=[O:5])[CH3:2].[NH:16]1[CH:20]=[CH:19][CH:18]=[N:17]1, predict the reaction product. The product is: [N:16]1([C:14]2[C:9]3[NH:8][CH:7]=[C:6]([C:4]([O:3][CH2:1][CH3:2])=[O:5])[C:10]=3[N:11]=[CH:12][N:13]=2)[CH:20]=[CH:19][CH:18]=[N:17]1. (2) Given the reactants [CH3:1][O:2][C:3](=[O:12])[C:4]1[C:9]([Cl:10])=[CH:8][N:7]=[C:6](I)[CH:5]=1.[Br:13][C:14]1[CH:21]=[CH:20][C:17]([CH:18]=[O:19])=[CH:16][CH:15]=1.ClC1C=CC(N(C)C2C=CC(C(C3C=CC(OC4C=CC=CC=4)=C(C=3)C(O)=O)=O)=CN=2)=CC=1, predict the reaction product. The product is: [CH3:1][O:2][C:3](=[O:12])[C:4]1[C:9]([Cl:10])=[CH:8][N:7]=[C:6]([C:18](=[O:19])[C:17]2[CH:20]=[CH:21][C:14]([Br:13])=[CH:15][CH:16]=2)[CH:5]=1. (3) The product is: [Cl:9][C:10]1[CH:15]=[CH:14][C:13]([O:16][CH3:17])=[CH:12][C:11]=1[C:2]1[CH:8]=[CH:7][C:5]([NH2:6])=[CH:4][CH:3]=1. Given the reactants Br[C:2]1[CH:8]=[CH:7][C:5]([NH2:6])=[CH:4][CH:3]=1.[Cl:9][C:10]1[CH:15]=[CH:14][C:13]([O:16][CH3:17])=[CH:12][C:11]=1B(O)O, predict the reaction product. (4) Given the reactants Br[C:2]1[CH:7]=[CH:6][C:5]([CH3:8])=[CH:4][C:3]=1[CH3:9].[Mg].II.[N:13]([P:18](Cl)Cl)([CH2:16][CH3:17])[CH2:14][CH3:15], predict the reaction product. The product is: [CH2:14]([N:13]([P:18]([C:2]1[CH:7]=[CH:6][C:5]([CH3:8])=[CH:4][C:3]=1[CH3:9])[C:2]1[CH:7]=[CH:6][C:5]([CH3:8])=[CH:4][C:3]=1[CH3:9])[CH2:16][CH3:17])[CH3:15]. (5) The product is: [CH3:1][C:2]1[N:3]=[C:4]([C:12]2[CH:17]=[CH:16][CH:15]=[C:14]([C:18]([F:21])([F:19])[F:20])[CH:13]=2)[N:5]2[C:10]=1[CH:9]=[N:8][C:7]([NH:11][C:23]1[CH:24]=[C:25]([NH:29][C:30](=[O:32])[CH3:31])[CH:26]=[CH:27][CH:28]=1)=[N:6]2. Given the reactants [CH3:1][C:2]1[N:3]=[C:4]([C:12]2[CH:17]=[CH:16][CH:15]=[C:14]([C:18]([F:21])([F:20])[F:19])[CH:13]=2)[N:5]2[C:10]=1[CH:9]=[N:8][C:7]([NH2:11])=[N:6]2.Br[C:23]1[CH:24]=[C:25]([NH:29][C:30](=[O:32])[CH3:31])[CH:26]=[CH:27][CH:28]=1.C(P(C(C)(C)C)C1C=CC=CC=1C1C=CC=CC=1)(C)(C)C.CC([O-])(C)C.[Na+], predict the reaction product.